Regression. Given a peptide amino acid sequence and an MHC pseudo amino acid sequence, predict their binding affinity value. This is MHC class II binding data. From a dataset of Peptide-MHC class II binding affinity with 134,281 pairs from IEDB. (1) The peptide sequence is KDLFNTKSDSIYQ. The MHC is HLA-DPA10301-DPB10402 with pseudo-sequence HLA-DPA10301-DPB10402. The binding affinity (normalized) is 0.316. (2) The peptide sequence is KATLECQVQTAVDFG. The MHC is DRB1_1501 with pseudo-sequence DRB1_1501. The binding affinity (normalized) is 0.0585.